This data is from Catalyst prediction with 721,799 reactions and 888 catalyst types from USPTO. The task is: Predict which catalyst facilitates the given reaction. (1) Reactant: Cl[C:2]1[N:3]=[C:4]([NH:11][C:12]2[CH:17]=[CH:16][C:15]([O:18][CH3:19])=[C:14]([O:20][CH3:21])[CH:13]=2)[C:5]2[N:10]=[CH:9][S:8][C:6]=2[N:7]=1.CC1(C)C(C)(C)OB([C:30]2[CH:31]=[C:32]([CH:45]=[CH:46][CH:47]=2)[CH2:33][CH2:34][C:35]2[CH:44]=[CH:43][C:38]([C:39]([O:41][CH3:42])=[O:40])=[CH:37][CH:36]=2)O1.C([O-])([O-])=O.[Na+].[Na+].O. Product: [CH3:21][O:20][C:14]1[CH:13]=[C:12]([NH:11][C:4]2[C:5]3[N:10]=[CH:9][S:8][C:6]=3[N:7]=[C:2]([C:30]3[CH:31]=[C:32]([CH:45]=[CH:46][CH:47]=3)[CH2:33][CH2:34][C:35]3[CH:36]=[CH:37][C:38]([C:39]([O:41][CH3:42])=[O:40])=[CH:43][CH:44]=3)[N:3]=2)[CH:17]=[CH:16][C:15]=1[O:18][CH3:19]. The catalyst class is: 77. (2) Reactant: [O:1]1[C:5]2[CH:6]=[CH:7][CH:8]=[CH:9][C:4]=2[CH:3]=[C:2]1[C:10]1[N:14]2[N:15]=[C:16](Cl)[CH:17]=[CH:18][C:13]2=[N:12][CH:11]=1.Cl.[NH2:21][C@H:22]1[CH2:27][CH2:26][CH2:25][CH2:24][C@H:23]1[OH:28].C(N(C(C)C)C(C)C)C. Product: [O:1]1[C:5]2[CH:6]=[CH:7][CH:8]=[CH:9][C:4]=2[CH:3]=[C:2]1[C:10]1[N:14]2[N:15]=[C:16]([NH:21][C@H:22]3[CH2:27][CH2:26][CH2:25][CH2:24][C@H:23]3[OH:28])[CH:17]=[CH:18][C:13]2=[N:12][CH:11]=1. The catalyst class is: 51. (3) Reactant: [NH2:1][C:2]1[CH:3]=[C:4]([C:8]2[N:9]=[CH:10][O:11][C:12]=2[C:13]2[CH:18]=[CH:17][N:16]=[C:15]([NH:19][C:20]3[CH:25]=[CH:24][CH:23]=[C:22]([F:26])[CH:21]=3)[N:14]=2)[CH:5]=[CH:6][CH:7]=1.[F:27][C:28]1[CH:36]=[CH:35][CH:34]=[C:33]([F:37])[C:29]=1[C:30](Cl)=[O:31].C(O)C(N)(CO)CO. Product: [F:27][C:28]1[CH:36]=[CH:35][CH:34]=[C:33]([F:37])[C:29]=1[C:30]([NH:1][C:2]1[CH:7]=[CH:6][CH:5]=[C:4]([C:8]2[N:9]=[CH:10][O:11][C:12]=2[C:13]2[CH:18]=[CH:17][N:16]=[C:15]([NH:19][C:20]3[CH:25]=[CH:24][CH:23]=[C:22]([F:26])[CH:21]=3)[N:14]=2)[CH:3]=1)=[O:31]. The catalyst class is: 1. (4) Reactant: C(N(CC)CC)C.[F:8][C:9]([F:25])([F:24])[C:10]1[CH:11]=[C:12]([C@@H:20]([NH:22][CH3:23])[CH3:21])[CH:13]=[C:14]([C:16]([F:19])([F:18])[F:17])[CH:15]=1.Cl[C:27](Cl)([O:29][C:30](=[O:36])OC(Cl)(Cl)Cl)Cl.[C:38]1([CH:44]2[NH:49][CH2:48][CH:47]3C2(CO)[CH2:46]3)[CH:43]=[CH:42][CH:41]=[CH:40][CH:39]=1.C(N(C(C)C)CC)(C)C. Product: [C:38]1([C@@H:44]2[NH:49][CH2:48][CH:47]3[C@:27]2([O:29][C:30](=[O:36])[N:22]([C@H:20]([C:12]2[CH:11]=[C:10]([C:9]([F:24])([F:25])[F:8])[CH:15]=[C:14]([C:16]([F:17])([F:18])[F:19])[CH:13]=2)[CH3:21])[CH3:23])[CH2:46]3)[CH:43]=[CH:42][CH:41]=[CH:40][CH:39]=1. The catalyst class is: 643. (5) Reactant: [Cl:1][C:2]1[C:7]([NH:8][S:9]([C:12]2[CH:17]=[CH:16][CH:15]=[CH:14][CH:13]=2)(=[O:11])=[O:10])=[CH:6][C:5]([C:18]2[CH:19]=[C:20]3[C:25](=[CH:26][CH:27]=2)[N:24]=[CH:23][C:22]([N:28]2[CH2:33][CH2:32][NH:31][CH2:30][CH2:29]2)=[N:21]3)=[CH:4][N:3]=1.C(N(CC)CC)C.[CH3:41][S:42](Cl)(=[O:44])=[O:43]. Product: [Cl:1][C:2]1[C:7]([NH:8][S:9]([C:12]2[CH:13]=[CH:14][CH:15]=[CH:16][CH:17]=2)(=[O:10])=[O:11])=[CH:6][C:5]([C:18]2[CH:19]=[C:20]3[C:25](=[CH:26][CH:27]=2)[N:24]=[CH:23][C:22]([N:28]2[CH2:29][CH2:30][N:31]([S:42]([CH3:41])(=[O:44])=[O:43])[CH2:32][CH2:33]2)=[N:21]3)=[CH:4][N:3]=1. The catalyst class is: 4. (6) Reactant: [Br:1][C:2]1[C:10]2[N:9]([CH2:11][CH3:12])[CH:8]=[CH:7][C:6]=2[C:5]([C:13]#[N:14])=[CH:4][CH:3]=1.Cl.[NH2:16][OH:17].C(=O)(O)[O-].[Na+]. Product: [Br:1][C:2]1[C:10]2[N:9]([CH2:11][CH3:12])[CH:8]=[CH:7][C:6]=2[C:5]([C:13](=[NH:14])[NH:16][OH:17])=[CH:4][CH:3]=1. The catalyst class is: 8.